From a dataset of Full USPTO retrosynthesis dataset with 1.9M reactions from patents (1976-2016). Predict the reactants needed to synthesize the given product. (1) Given the product [OH:8][C:9]1[CH:10]=[C:11]2[C:15](=[CH:16][CH:17]=1)[N:14]([C:18]([O:20][C:21]([CH3:24])([CH3:23])[CH3:22])=[O:19])[CH:13]=[CH:12]2, predict the reactants needed to synthesize it. The reactants are: [Si]([O:8][C:9]1[CH:10]=[C:11]2[C:15](=[CH:16][CH:17]=1)[N:14]([C:18]([O:20][C:21]([CH3:24])([CH3:23])[CH3:22])=[O:19])[CH:13]=[CH:12]2)(C(C)(C)C)(C)C.CCCC[N+](CCCC)(CCCC)CCCC.[F-]. (2) Given the product [CH3:19][N:20]([CH2:21][CH2:22][N:23]([CH:24]([CH2:25][CH3:26])[CH2:27][CH3:28])[CH2:29][C:30]1[CH:31]=[C:32]([CH:66]=[CH:67][CH:68]=1)[C:33]([NH:35][C:36]1[S:37][C:38]2[CH2:65][CH2:64][CH2:63][CH2:62][C:39]=2[C:40]=1[C:41]([NH:43][C:44]1[CH:49]=[CH:48][C:47]([CH2:50][CH2:51][C:52]2[CH:53]=[CH:54][C:55]([C:56]([O:58][CH3:59])=[O:57])=[CH:60][CH:61]=2)=[CH:46][CH:45]=1)=[O:42])=[O:34])[C:9](=[O:8])[O:11][CH2:12][C:13](=[O:14])[O:15][CH3:16], predict the reactants needed to synthesize it. The reactants are: [N+](C1C=CC([O:8][C:9]([O:11][CH2:12][C:13]([O:15][CH3:16])=[O:14])=O)=CC=1)([O-])=O.[CH3:19][NH:20][CH2:21][CH2:22][N:23]([CH2:29][C:30]1[CH:31]=[C:32]([CH:66]=[CH:67][CH:68]=1)[C:33]([NH:35][C:36]1[S:37][C:38]2[CH2:65][CH2:64][CH2:63][CH2:62][C:39]=2[C:40]=1[C:41]([NH:43][C:44]1[CH:49]=[CH:48][C:47]([CH2:50][CH2:51][C:52]2[CH:61]=[CH:60][C:55]([C:56]([O:58][CH3:59])=[O:57])=[CH:54][CH:53]=2)=[CH:46][CH:45]=1)=[O:42])=[O:34])[CH:24]([CH2:27][CH3:28])[CH2:25][CH3:26].C(N(C(C)C)C(C)C)C. (3) Given the product [CH2:1]([O:5][CH2:6][CH2:7][O:8][C:9]1[CH:14]=[CH:13][C:12]([C:15]2[CH:20]=[CH:19][C:18]([N:21]3[CH2:25][CH2:24][CH:23]([C:26]([OH:28])=[O:27])[CH2:22]3)=[C:17](/[CH:30]=[C:31](\[CH3:52])/[C:32]([NH:34][C:35]3[CH:36]=[CH:37][C:38]([S@:41]([CH2:43][C:44]4[N:48]([CH2:49][CH2:50][CH3:51])[CH:47]=[N:46][CH:45]=4)=[O:42])=[CH:39][CH:40]=3)=[O:33])[CH:16]=2)=[CH:11][CH:10]=1)[CH2:2][CH2:3][CH3:4], predict the reactants needed to synthesize it. The reactants are: [CH2:1]([O:5][CH2:6][CH2:7][O:8][C:9]1[CH:14]=[CH:13][C:12]([C:15]2[CH:20]=[CH:19][C:18]([N:21]3[CH2:25][CH2:24][CH:23]([C:26]([O:28]C)=[O:27])[CH2:22]3)=[C:17](/[CH:30]=[C:31](\[CH3:52])/[C:32]([NH:34][C:35]3[CH:40]=[CH:39][C:38]([S@:41]([CH2:43][C:44]4[N:48]([CH2:49][CH2:50][CH3:51])[CH:47]=[N:46][CH:45]=4)=[O:42])=[CH:37][CH:36]=3)=[O:33])[CH:16]=2)=[CH:11][CH:10]=1)[CH2:2][CH2:3][CH3:4].[OH-].[Na+].O.Cl. (4) Given the product [CH2:8]([N:4]1[C:13](=[O:14])[C:12]2[C:16](=[CH:17][CH:18]=[C:10]([CH3:9])[CH:11]=2)[C:2]2[CH:8]=[CH:7][CH:6]=[CH:5][C:3]1=2)[CH2:2][CH2:3][CH3:5], predict the reactants needed to synthesize it. The reactants are: Br[C:2]1[CH:8]=[CH:7][CH:6]=[CH:5][C:3]=1[NH2:4].[CH3:9][C:10]1[CH:11]=[C:12]([CH:16]=[CH:17][CH:18]=1)[C:13](Cl)=[O:14].